From a dataset of Full USPTO retrosynthesis dataset with 1.9M reactions from patents (1976-2016). Predict the reactants needed to synthesize the given product. (1) Given the product [F:1][C:2]1[C:3]([C:9]2[N:13]([CH:14]3[CH2:19][CH2:18][O:17][CH2:16][CH2:15]3)[C:12]([CH3:20])=[N:11][CH:10]=2)=[N:4][C:5]([NH:8][C:22]2[CH:27]=[N:26][C:25]([C:28]([N:30]3[CH2:31][CH2:32][N:33]([CH3:36])[CH2:34][CH2:35]3)=[O:29])=[CH:24][CH:23]=2)=[N:6][CH:7]=1, predict the reactants needed to synthesize it. The reactants are: [F:1][C:2]1[C:3]([C:9]2[N:13]([CH:14]3[CH2:19][CH2:18][O:17][CH2:16][CH2:15]3)[C:12]([CH3:20])=[N:11][CH:10]=2)=[N:4][C:5]([NH2:8])=[N:6][CH:7]=1.Br[C:22]1[CH:23]=[CH:24][C:25]([C:28]([N:30]2[CH2:35][CH2:34][N:33]([CH3:36])[CH2:32][CH2:31]2)=[O:29])=[N:26][CH:27]=1. (2) Given the product [F:24][CH:23]([F:25])[C:15]1[N:14]([C:4]2[N:3]=[C:2]([N:26]3[CH2:31][CH2:30][NH:29][CH2:28][CH2:27]3)[CH:7]=[C:6]([N:8]3[CH2:13][CH2:12][O:11][CH2:10][CH2:9]3)[N:5]=2)[C:18]2[CH:19]=[CH:20][CH:21]=[CH:22][C:17]=2[N:16]=1, predict the reactants needed to synthesize it. The reactants are: Cl[C:2]1[CH:7]=[C:6]([N:8]2[CH2:13][CH2:12][O:11][CH2:10][CH2:9]2)[N:5]=[C:4]([N:14]2[C:18]3[CH:19]=[CH:20][CH:21]=[CH:22][C:17]=3[N:16]=[C:15]2[CH:23]([F:25])[F:24])[N:3]=1.[NH:26]1[CH2:31][CH2:30][NH:29][CH2:28][CH2:27]1.C(=O)(O)[O-].[Na+].O. (3) Given the product [CH:1]1([C:4]([NH:6][C:7]2[NH:11][C:10]3[CH:12]=[CH:13][C:14]([O:16][S:17]([C:20]4[CH:25]=[CH:24][C:23]([NH:27][CH2:28][CH:29]5[CH2:33][CH2:32][CH2:31][N:30]5[CH2:34][CH3:35])=[CH:22][CH:21]=4)(=[O:19])=[O:18])=[CH:15][C:9]=3[N:8]=2)=[O:5])[CH2:3][CH2:2]1, predict the reactants needed to synthesize it. The reactants are: [CH:1]1([C:4]([NH:6][C:7]2[NH:11][C:10]3[CH:12]=[CH:13][C:14]([O:16][S:17]([C:20]4[CH:25]=[CH:24][C:23](F)=[CH:22][CH:21]=4)(=[O:19])=[O:18])=[CH:15][C:9]=3[N:8]=2)=[O:5])[CH2:3][CH2:2]1.[NH2:27][CH2:28][CH:29]1[CH2:33][CH2:32][CH2:31][N:30]1[CH2:34][CH3:35].C(=O)([O-])[O-].[Cs+].[Cs+]. (4) Given the product [CH3:9][O:8][C:6]1[C:5]([O:10][CH3:11])=[CH:4][C:3]([N+:12]([O-:14])=[O:13])=[C:2]([C:23]2[CH2:28][C:27]([CH3:30])([CH3:29])[CH2:26][C:25]([CH3:32])([CH3:31])[CH:24]=2)[CH:7]=1, predict the reactants needed to synthesize it. The reactants are: Br[C:2]1[CH:7]=[C:6]([O:8][CH3:9])[C:5]([O:10][CH3:11])=[CH:4][C:3]=1[N+:12]([O-:14])=[O:13].CC1(C)C(C)(C)OB([C:23]2[CH2:28][C:27]([CH3:30])([CH3:29])[CH2:26][C:25]([CH3:32])([CH3:31])[CH:24]=2)O1.P([O-])([O-])([O-])=O.[K+].[K+].[K+].O. (5) Given the product [Cl:31][C:24]1[N:23]=[C:22]([NH:11][C@H:8]2[C:9]3[C:5](=[CH:4][CH:3]=[C:2]([F:1])[CH:10]=3)[CH2:6][CH2:7]2)[C:27]([N+:28]([O-:30])=[O:29])=[CH:26][CH:25]=1, predict the reactants needed to synthesize it. The reactants are: [F:1][C:2]1[CH:10]=[C:9]2[C:5]([CH2:6][CH2:7][C@H:8]2[NH2:11])=[CH:4][CH:3]=1.C(N(C(C)C)CC)(C)C.Cl[C:22]1[C:27]([N+:28]([O-:30])=[O:29])=[CH:26][CH:25]=[C:24]([Cl:31])[N:23]=1. (6) Given the product [C:25]([C:24]1[CH:23]=[CH:22][C:21]([C:29]2[C:33](=[O:34])[C:32]([CH3:36])([CH3:35])[O:31][N:30]=2)=[CH:20][C:19]=1[C:16]1[N:17]=[CH:18][C:13]([NH:12][C:4](=[O:5])[C:3]2[C:2]([F:1])=[CH:10][CH:9]=[CH:8][C:7]=2[F:11])=[N:14][CH:15]=1)([CH3:26])([CH3:27])[CH3:28], predict the reactants needed to synthesize it. The reactants are: [F:1][C:2]1[CH:10]=[CH:9][CH:8]=[C:7]([F:11])[C:3]=1[C:4](Cl)=[O:5].[NH2:12][C:13]1[N:14]=[CH:15][C:16]([C:19]2[CH:20]=[C:21]([C:29]3[C:33](=[O:34])[C:32]([CH3:36])([CH3:35])[O:31][N:30]=3)[CH:22]=[CH:23][C:24]=2[C:25]([CH3:28])([CH3:27])[CH3:26])=[N:17][CH:18]=1.N1C=CC=CC=1. (7) Given the product [C:33]1([Si:20]([C:21]2[CH:22]=[CH:23][CH:24]=[CH:25][CH:26]=2)([C:27]2[CH:32]=[CH:31][CH:30]=[CH:29][CH:28]=2)[C:15]2[CH:14]([CH3:16])[C:13]([CH3:17])=[C:12]([CH3:18])[C:11]=2[CH3:10])[CH:34]=[CH:35][CH:36]=[CH:37][CH:38]=1, predict the reactants needed to synthesize it. The reactants are: [H-].[Na+].NC1C=CC=CC=1.[CH3:10][C:11]1[CH2:15][C:14]([CH3:16])=[C:13]([CH3:17])[C:12]=1[CH3:18].Cl[Si:20]([C:33]1[CH:38]=[CH:37][CH:36]=[CH:35][CH:34]=1)([C:27]1[CH:32]=[CH:31][CH:30]=[CH:29][CH:28]=1)[C:21]1[CH:26]=[CH:25][CH:24]=[CH:23][CH:22]=1.C(=O)([O-])O.[Na+].C(=O)([O-])[O-].[Na+].[Na+]. (8) Given the product [NH:11]1[CH2:14][CH:13]([NH:15][C:26]2[CH:31]=[CH:30][C:29]([N:32]3[CH2:36][C@H:35]([CH2:37][NH:38][C:39](=[O:41])[CH3:40])[O:34][C:33]3=[O:42])=[CH:28][C:27]=2[F:43])[CH2:12]1, predict the reactants needed to synthesize it. The reactants are: C(OC([N:11]1[CH2:14][CH:13]([N:15]([C:26]2[CH:31]=[CH:30][C:29]([N:32]3[CH2:36][C@H:35]([CH2:37][NH:38][C:39](=[O:41])[CH3:40])[O:34][C:33]3=[O:42])=[CH:28][C:27]=2[F:43])C(OCC2C=CC=CC=2)=O)[CH2:12]1)=O)C1C=CC=CC=1. (9) Given the product [CH2:1]([O:3][C:4]([CH:6]1[C:11]2[N:12]=[C:13]([NH:15][C:38]([C:35]3[CH:36]=[C:37]4[C:32]([CH2:31][CH2:30][CH2:29][N:28]4[S:25]([C:19]4[CH:20]=[C:21]([CH3:24])[CH:22]=[CH:23][C:18]=4[O:17][CH3:16])(=[O:27])=[O:26])=[CH:33][CH:34]=3)=[O:39])[S:14][C:10]=2[CH2:9][CH2:8][CH2:7]1)=[O:5])[CH3:2], predict the reactants needed to synthesize it. The reactants are: [CH2:1]([O:3][C:4]([CH:6]1[C:11]2[N:12]=[C:13]([NH2:15])[S:14][C:10]=2[CH2:9][CH2:8][CH2:7]1)=[O:5])[CH3:2].[CH3:16][O:17][C:18]1[CH:23]=[CH:22][C:21]([CH3:24])=[CH:20][C:19]=1[S:25]([N:28]1[C:37]2[C:32](=[CH:33][CH:34]=[C:35]([C:38](O)=[O:39])[CH:36]=2)[CH2:31][CH2:30][CH2:29]1)(=[O:27])=[O:26].